From a dataset of Reaction yield outcomes from USPTO patents with 853,638 reactions. Predict the reaction yield, written as a fraction of the theoretical maximum amount of product (1.0 means a 100% yield; for example, 0.34 means a 34% yield). The reactants are [Cl:1][C:2]1[CH:7]=[CH:6][CH:5]=[C:4]([N+:8]([O-])=O)[C:3]=1[C:11]1[S:12][C:13]2[CH:14]=[N:15][CH:16]=[C:17]([F:20])[C:18]=2[N:19]=1. The catalyst is CC(O)=O.[Fe]. The product is [Cl:1][C:2]1[C:3]([C:11]2[S:12][C:13]3[CH:14]=[N:15][CH:16]=[C:17]([F:20])[C:18]=3[N:19]=2)=[C:4]([NH2:8])[CH:5]=[CH:6][CH:7]=1. The yield is 0.920.